The task is: Predict the product of the given reaction.. This data is from Forward reaction prediction with 1.9M reactions from USPTO patents (1976-2016). (1) Given the reactants [C:1]([O:5][C:6]([N:8]1[CH2:23][CH2:22][CH2:21][C:9]21[C:12](=[O:13])[N:11]([C@@H:14]([C@H:18]([OH:20])[CH3:19])[C:15]([OH:17])=O)[CH2:10]2)=[O:7])([CH3:4])([CH3:3])[CH3:2].CCN(C(C)C)C(C)C.[O:33]1[C:37]([CH2:38][NH2:39])=[N:36][CH:35]=[N:34]1.CN(C(ON1N=NC2C=CC=NC1=2)=[N+](C)C)C.F[P-](F)(F)(F)(F)F, predict the reaction product. The product is: [O:33]1[C:37]([CH2:38][NH:39][C:15](=[O:17])[C@@H:14]([N:11]2[CH2:10][C:9]3([CH2:21][CH2:22][CH2:23][N:8]3[C:6]([O:5][C:1]([CH3:3])([CH3:4])[CH3:2])=[O:7])[C:12]2=[O:13])[C@H:18]([OH:20])[CH3:19])=[N:36][CH:35]=[N:34]1. (2) Given the reactants CC(OI1(OC(C)=O)(OC(C)=O)OC(=O)C2C=CC=CC1=2)=O.[N:23]1[N:24]=[N:25][N:26]2[CH2:32][CH2:31][CH:30]([OH:33])[CH2:29][CH2:28][C:27]=12.C(=O)(O)[O-].[Na+], predict the reaction product. The product is: [N:23]1[N:24]=[N:25][N:26]2[CH2:32][CH2:31][C:30](=[O:33])[CH2:29][CH2:28][C:27]=12. (3) Given the reactants [NH2:1][C:2]1[N:11]=[CH:10][CH:9]=[CH:8][C:3]=1[C:4]([O:6]C)=[O:5].[OH-].[Na+].Cl, predict the reaction product. The product is: [NH2:1][C:2]1[C:3]([C:4]([OH:6])=[O:5])=[CH:8][CH:9]=[CH:10][N:11]=1. (4) Given the reactants O=[C:2]1[NH:8][CH2:7][CH2:6][CH:5]([C:9]([O-])=[O:10])[CH2:4][CH2:3]1.[H-].[Al+3].[Li+].[H-].[H-].[H-].[OH-].[Na+], predict the reaction product. The product is: [NH:8]1[CH2:2][CH2:3][CH2:4][CH:5]([CH2:9][OH:10])[CH2:6][CH2:7]1. (5) Given the reactants C([O:8][C:9](=[O:43])[C@H:10](N(S(C1SC(C2C=CC(OCC)=CC=2)=CC=1)(=O)=O)C)[CH:11]1[CH2:16][CH2:15][N:14](C(OC(C)(C)C)=O)[CH2:13][CH2:12]1)C1C=CC=CC=1, predict the reaction product. The product is: [NH:14]1[CH2:15][CH2:16][CH:11]([CH2:10][C:9]([OH:43])=[O:8])[CH2:12][CH2:13]1.